The task is: Predict the reactants needed to synthesize the given product.. This data is from Full USPTO retrosynthesis dataset with 1.9M reactions from patents (1976-2016). (1) The reactants are: N[C@@H]1CCN(C2N=C3C(N=CN3[C@@H]3C[C@H](N4N=NC(CC)=N4)[C@@H](O)[C@H]3O)=C(NCC(C3C=CC=CC=3)C3C=CC=CC=3)N=2)C1.[ClH:45].[C:46]1([CH:52]([C:94]2[CH:99]=[CH:98][CH:97]=[CH:96][CH:95]=2)[CH2:53][NH:54][C:55]2[N:63]=[C:62]([N:64]3[CH2:68][CH2:67][C@@H:66]([NH:69][C:70](NCC4C=CC=CN=4)=[O:71])[CH2:65]3)[N:61]=[C:60]3[C:56]=2[N:57]=[CH:58][N:59]3[C@@H:80]2[CH2:84][C@H:83]([N:85]3[N:89]=[N:88][C:87]([CH2:90][CH3:91])=[N:86]3)[C@@H:82]([OH:92])[C@H:81]2[OH:93])[CH:51]=[CH:50][CH:49]=[CH:48][CH:47]=1.[NH2:100][CH2:101][C:102]1[CH:103]=[C:104]([OH:108])[CH:105]=[CH:106][CH:107]=1. Given the product [ClH:45].[C:94]1([CH:52]([C:46]2[CH:47]=[CH:48][CH:49]=[CH:50][CH:51]=2)[CH2:53][NH:54][C:55]2[N:63]=[C:62]([N:64]3[CH2:68][CH2:67][C@@H:66]([NH:69][C:70]([NH:100][CH2:101][C:102]4[CH:107]=[CH:106][CH:105]=[C:104]([OH:108])[CH:103]=4)=[O:71])[CH2:65]3)[N:61]=[C:60]3[C:56]=2[N:57]=[CH:58][N:59]3[C@@H:80]2[CH2:84][C@H:83]([N:85]3[N:89]=[N:88][C:87]([CH2:90][CH3:91])=[N:86]3)[C@@H:82]([OH:92])[C@H:81]2[OH:93])[CH:99]=[CH:98][CH:97]=[CH:96][CH:95]=1, predict the reactants needed to synthesize it. (2) Given the product [CH3:9][C:7]1[O:6][C:5]2[CH:10]=[CH:11][C:2]([C:25]#[C:24][CH2:23][OH:26])=[CH:3][C:4]=2[CH:8]=1, predict the reactants needed to synthesize it. The reactants are: I[C:2]1[CH:11]=[CH:10][C:5]2[O:6][C:7]([CH3:9])=[CH:8][C:4]=2[CH:3]=1.N12CCCN=C1CCCCC2.[CH2:23]([OH:26])[C:24]#[CH:25].Cl. (3) Given the product [Cl:38][C:24]1[C:25]([NH:27][C@@H:28]2[C@@H:33]3[CH2:34][C@@H:30]([CH:31]=[CH:32]3)[C@@H:29]2[C:35]([NH2:37])=[O:36])=[N:26][C:21]([NH:1][C:2]2[C:3]([O:18][CH3:19])=[CH:4][C:5]3[CH2:11][N:10]([CH2:12][CH:13]4[CH2:14][CH2:15]4)[CH2:9][C:8](=[O:16])[NH:7][C:6]=3[CH:17]=2)=[N:22][CH:23]=1, predict the reactants needed to synthesize it. The reactants are: [NH2:1][C:2]1[C:3]([O:18][CH3:19])=[CH:4][C:5]2[CH2:11][N:10]([CH2:12][CH:13]3[CH2:15][CH2:14]3)[CH2:9][C:8](=[O:16])[NH:7][C:6]=2[CH:17]=1.Cl[C:21]1[N:26]=[C:25]([NH:27][C@@H:28]2[C@@H:33]3[CH2:34][C@@H:30]([CH:31]=[CH:32]3)[C@@H:29]2[C:35]([NH2:37])=[O:36])[C:24]([Cl:38])=[CH:23][N:22]=1. (4) Given the product [NH2:1][C@H:2]1[C@H:7]([OH:8])[C@@H:6]([CH3:9])[CH2:5][N:4]([C:10]2[CH:15]=[CH:14][N:13]=[CH:12][C:11]=2[NH:16][C:17]([C:19]2[CH:28]=[CH:27][C:26]3[C:21](=[CH:22][C:23]([N:71]4[CH2:76][CH2:75][O:74][CH2:73][CH2:72]4)=[CH:24][N:25]=3)[N:20]=2)=[O:18])[CH2:3]1, predict the reactants needed to synthesize it. The reactants are: [NH2:1][C@H:2]1[C@H:7]([OH:8])[C@@H:6]([CH3:9])[CH2:5][N:4]([C:10]2[CH:15]=[CH:14][N:13]=[CH:12][C:11]=2[NH:16][C:17]([C:19]2[CH:28]=[CH:27][C:26]3[C:21](=[CH:22][C:23](Br)=[CH:24][N:25]=3)[N:20]=2)=[O:18])[CH2:3]1.[O-]P([O-])([O-])=O.[K+].[K+].[K+].C1(P(C2CCCCC2)C2C=CC=CC=2C2C(OC(C)C)=CC=CC=2OC(C)C)CCCCC1.[NH:71]1[CH2:76][CH2:75][O:74][CH2:73][CH2:72]1. (5) Given the product [C:11]([C:4]1[CH:3]=[C:2]([C:16]([OH:17])=[O:44])[C:10]2[CH2:9][CH2:8][CH2:7][C:6]=2[CH:5]=1)#[N:12], predict the reactants needed to synthesize it. The reactants are: Br[C:2]1[CH:3]=[C:4]([C:11]#[N:12])[CH:5]=[C:6]2[C:10]=1[CH2:9][CH2:8][CH2:7]2.CN([CH:16]=[O:17])C.C1(P(C2C=CC=CC=2)C2C=CC=CC=2)C=CC=CC=1.C(N(CC)CC)C.[OH2:44]. (6) Given the product [CH3:12][N:8]1[C:4]2[N:5]=[CH:6][N:7]=[C:2]([Cl:1])[C:3]=2[C:10]([C:17]2[CH:18]=[C:13]([C:22]3[CH:27]=[CH:26][CH:25]=[CH:24][CH:23]=3)[CH:14]=[CH:15][CH:16]=2)=[CH:9]1, predict the reactants needed to synthesize it. The reactants are: [Cl:1][C:2]1[C:3]2[C:10](I)=[CH:9][N:8]([CH3:12])[C:4]=2[N:5]=[CH:6][N:7]=1.[C:13]1([C:22]2[CH:27]=[CH:26][CH:25]=[CH:24][CH:23]=2)[CH:18]=[CH:17][CH:16]=[C:15](B(O)O)[CH:14]=1.C([O-])([O-])=O.[Na+].[Na+]. (7) Given the product [Cl:1][C:2]1[CH:3]=[CH:4][C:5]([CH2:6][N:7]2[C:15]3[C:14](=[O:16])[N:13]([CH2:17][CH2:18][CH2:19][O:20][CH:21]4[CH2:26][CH2:25][CH2:24][CH2:23][O:22]4)[C:12](=[O:27])[N:11]([CH3:28])[C:10]=3[N:9]=[C:8]2[CH2:29][CH2:30][CH2:31][OH:32])=[CH:33][CH:34]=1, predict the reactants needed to synthesize it. The reactants are: [Cl:1][C:2]1[CH:34]=[CH:33][C:5]([CH2:6][N:7]2[C:15]3[C:14](=[O:16])[N:13]([CH2:17][CH2:18][CH2:19][O:20][CH:21]4[CH2:26][CH2:25][CH2:24][CH2:23][O:22]4)[C:12](=[O:27])[N:11]([CH3:28])[C:10]=3[N:9]=[C:8]2[C:29]#[C:30][CH2:31][OH:32])=[CH:4][CH:3]=1.